From a dataset of NCI-60 drug combinations with 297,098 pairs across 59 cell lines. Regression. Given two drug SMILES strings and cell line genomic features, predict the synergy score measuring deviation from expected non-interaction effect. (1) Drug 1: CC12CCC(CC1=CCC3C2CCC4(C3CC=C4C5=CN=CC=C5)C)O. Drug 2: CC12CCC3C(C1CCC2OP(=O)(O)O)CCC4=C3C=CC(=C4)OC(=O)N(CCCl)CCCl.[Na+]. Cell line: EKVX. Synergy scores: CSS=-3.88, Synergy_ZIP=-0.0741, Synergy_Bliss=-2.25, Synergy_Loewe=-4.73, Synergy_HSA=-4.04. (2) Drug 1: CC1=C(C=C(C=C1)NC2=NC=CC(=N2)N(C)C3=CC4=NN(C(=C4C=C3)C)C)S(=O)(=O)N.Cl. Drug 2: C1=NC2=C(N1)C(=S)N=C(N2)N. Cell line: SR. Synergy scores: CSS=51.1, Synergy_ZIP=0.321, Synergy_Bliss=-3.27, Synergy_Loewe=-10.1, Synergy_HSA=-1.51. (3) Drug 1: CCC1(CC2CC(C3=C(CCN(C2)C1)C4=CC=CC=C4N3)(C5=C(C=C6C(=C5)C78CCN9C7C(C=CC9)(C(C(C8N6C=O)(C(=O)OC)O)OC(=O)C)CC)OC)C(=O)OC)O.OS(=O)(=O)O. Drug 2: N.N.Cl[Pt+2]Cl. Cell line: UACC-257. Synergy scores: CSS=27.4, Synergy_ZIP=-9.08, Synergy_Bliss=-3.53, Synergy_Loewe=-2.94, Synergy_HSA=-0.343.